Dataset: TCR-epitope binding with 47,182 pairs between 192 epitopes and 23,139 TCRs. Task: Binary Classification. Given a T-cell receptor sequence (or CDR3 region) and an epitope sequence, predict whether binding occurs between them. (1) The epitope is KLVALGINAV. The TCR CDR3 sequence is CASSSPGASTYEQYF. Result: 1 (the TCR binds to the epitope). (2) The TCR CDR3 sequence is CASSQTGLAYNSPLHF. The epitope is SLFNTVATLY. Result: 1 (the TCR binds to the epitope).